From a dataset of Aqueous solubility values for 9,982 compounds from the AqSolDB database. Regression/Classification. Given a drug SMILES string, predict its absorption, distribution, metabolism, or excretion properties. Task type varies by dataset: regression for continuous measurements (e.g., permeability, clearance, half-life) or binary classification for categorical outcomes (e.g., BBB penetration, CYP inhibition). For this dataset (solubility_aqsoldb), we predict Y. (1) The drug is CC12CCC3C(CCC4CC5SC5CC43C)C1CCC2O. The Y is -5.41 log mol/L. (2) The Y is -0.940 log mol/L. The drug is O=[N+]([O-])c1ccc(O)cc1. (3) The compound is CC1CC(=O)CC(C)(C)C1. The Y is -1.65 log mol/L. (4) The molecule is CCNc1nc(N(CC)CC)nc(=O)[nH]1. The Y is -3.64 log mol/L. (5) The molecule is CCS(=O)CSP(=S)(OC(C)C)OC(C)C. The Y is -2.31 log mol/L. (6) The drug is O=CC1CC2C3C1C1(Cl)C(Cl)(Cl)C3(Cl)C3(Cl)C2C13Cl. The Y is -7.20 log mol/L. (7) The molecule is CCC(C)(O)CC. The Y is -0.380 log mol/L. (8) The molecule is CC(C)C1OC(O)C(Cc2ccccc2)NC1=O. The Y is -2.28 log mol/L. (9) The compound is CCCCC(CC)C(=O)O. The Y is -1.86 log mol/L. (10) The molecule is CCCCCCCC. The Y is -5.24 log mol/L.